This data is from Full USPTO retrosynthesis dataset with 1.9M reactions from patents (1976-2016). The task is: Predict the reactants needed to synthesize the given product. (1) Given the product [Cl:32][C:33]1[CH:40]=[CH:39][C:36]([CH2:37][NH:38][C:22](=[O:24])[C:21]2[CH:25]=[CH:26][C:18]([C:16]3[CH:15]=[N:14][C:10]4[NH:11][CH2:12][CH2:13][N:8]([CH2:7][C:6]5[CH:27]=[C:2]([Cl:1])[CH:3]=[CH:4][C:5]=5[C:28]([F:30])([F:31])[F:29])[C:9]=4[CH:17]=3)=[CH:19][CH:20]=2)=[CH:35][CH:34]=1, predict the reactants needed to synthesize it. The reactants are: [Cl:1][C:2]1[CH:3]=[CH:4][C:5]([C:28]([F:31])([F:30])[F:29])=[C:6]([CH:27]=1)[CH2:7][N:8]1[CH2:13][CH2:12][NH:11][C:10]2[N:14]=[CH:15][C:16]([C:18]3[CH:26]=[CH:25][C:21]([C:22]([OH:24])=O)=[CH:20][CH:19]=3)=[CH:17][C:9]1=2.[Cl:32][C:33]1[CH:40]=[CH:39][C:36]([CH2:37][NH2:38])=[CH:35][CH:34]=1. (2) Given the product [CH3:1][N:2]1[CH:6]=[CH:5][C:4]([NH:7][C:8]([C:10]2[CH:20]=[C:19]([O:21][C:22]3[CH:27]=[CH:26][C:25]([C:28](=[NH:31])[NH:29][OH:30])=[CH:24][CH:23]=3)[C:13]3[CH2:14][C:15]([CH3:18])([CH3:17])[O:16][C:12]=3[CH:11]=2)=[O:9])=[N:3]1, predict the reactants needed to synthesize it. The reactants are: [CH3:1][N:2]1[CH:6]=[CH:5][C:4]([NH:7][C:8]([C:10]2[CH:20]=[C:19]([O:21][C:22]3[CH:27]=[CH:26][C:25]([C:28](=[NH:31])[NH:29][OH:30])=[C:24](F)[CH:23]=3)[C:13]3[CH2:14][C:15]([CH3:18])([CH3:17])[O:16][C:12]=3[CH:11]=2)=[O:9])=[N:3]1.CN1C=CC(NC(C2C=C(OC3C=CC(C#N)=CC=3)C3CC(C)(C)OC=3C=2)=O)=N1. (3) Given the product [S:2]1[CH:6]=[CH:5][CH:4]=[C:3]1[C:7]1[NH:8][C:12](=[O:14])[C:11]2[C:10]=1[C:9](=[O:18])[NH:8][C:7]=2[C:3]1[S:2][CH:6]=[CH:21][CH:22]=1, predict the reactants needed to synthesize it. The reactants are: [Na].[S:2]1[CH:6]=[CH:5][CH:4]=[C:3]1[C:7]#[N:8].[C:9]([O:18][CH2:11][CH3:12])(=[O:18])[CH2:10][CH2:11][C:12]([O:14][CH2:9][CH3:10])=[O:14].[C:21](O)(=O)[CH3:22]. (4) Given the product [Br:16][C:17]1[CH:22]=[CH:21][CH:20]=[C:19]([O:13][CH2:1][CH2:2][CH2:3][CH2:4][CH2:5][CH2:6][CH2:7][CH2:8][CH2:9][CH2:10][CH2:11][CH3:12])[N:18]=1, predict the reactants needed to synthesize it. The reactants are: [CH2:1]([OH:13])[CH2:2][CH2:3][CH2:4][CH2:5][CH2:6][CH2:7][CH2:8][CH2:9][CH2:10][CH2:11][CH3:12].[H-].[Na+].[Br:16][C:17]1[CH:22]=[CH:21][CH:20]=[C:19](Br)[N:18]=1. (5) Given the product [ClH:38].[F:35][C:2]1([F:1])[CH2:7][CH2:6][CH:5]([C:8]2[N:12]3[C:13]4[C:18]([NH:19][C:20](=[O:21])[C:11]3=[N:10][N:9]=2)=[CH:17][C:16]([C:22]([N:24]2[C:32]3[C:27](=[CH:28][C:29]([F:33])=[CH:30][CH:31]=3)[CH2:26][CH2:25]2)=[O:23])=[C:15]([CH3:34])[CH:14]=4)[CH2:4][CH2:3]1, predict the reactants needed to synthesize it. The reactants are: [F:1][C:2]1([F:35])[CH2:7][CH2:6][CH:5]([C:8]2[N:12]3[C:13]4[C:18]([NH:19][C:20](=[O:21])[C:11]3=[N:10][N:9]=2)=[CH:17][C:16]([C:22]([N:24]2[C:32]3[C:27](=[CH:28][C:29]([F:33])=[CH:30][CH:31]=3)[CH2:26][CH2:25]2)=[O:23])=[C:15]([CH3:34])[CH:14]=4)[CH2:4][CH2:3]1.CO.[ClH:38].C(OCC)(=O)C.